This data is from Forward reaction prediction with 1.9M reactions from USPTO patents (1976-2016). The task is: Predict the product of the given reaction. (1) Given the reactants [C:1]([O:4][C:5](=O)C)(=O)[CH3:2].[F:8][CH:9]([F:18])[C:10](=[O:17])[CH2:11][C:12]([O:14][CH2:15][CH3:16])=[O:13].C(OCC)(OCC)OCC, predict the reaction product. The product is: [CH2:1]([O:4]/[CH:5]=[C:11](/[C:10](=[O:17])[CH:9]([F:18])[F:8])\[C:12]([O:14][CH2:15][CH3:16])=[O:13])[CH3:2]. (2) Given the reactants [OH:1][C@H:2]1[CH2:7][CH2:6][C@H:5]([N:8]2[C:13](=[O:14])[C:12]([CH2:15][C:16]3[CH:21]=[CH:20][C:19]([C:22]4[C:23]([C:28]#[N:29])=[CH:24][CH:25]=[CH:26][CH:27]=4)=[CH:18][CH:17]=3)=[C:11]([CH2:30][CH2:31][CH3:32])[N:10]3[N:33]=[N:34][CH:35]=[C:9]23)[CH2:4][CH2:3]1.[N+](=[CH:38][C:39]([O:41][CH2:42][CH3:43])=[O:40])=[N-], predict the reaction product. The product is: [CH2:42]([O:41][C:39](=[O:40])[CH2:38][O:1][C@H:2]1[CH2:7][CH2:6][C@H:5]([N:8]2[C:13](=[O:14])[C:12]([CH2:15][C:16]3[CH:21]=[CH:20][C:19]([C:22]4[CH:27]=[CH:26][CH:25]=[CH:24][C:23]=4[C:28]#[N:29])=[CH:18][CH:17]=3)=[C:11]([CH2:30][CH2:31][CH3:32])[N:10]3[N:33]=[N:34][CH:35]=[C:9]23)[CH2:4][CH2:3]1)[CH3:43]. (3) The product is: [C:21]([O:25][C:26](=[O:27])[NH:20][CH:18]([C:12]1[CH:13]=[CH:14][CH:15]=[CH:16][C:11]=1[Br:10])[CH3:19])([CH3:24])([CH3:23])[CH3:22]. Given the reactants C(N(C(C)C)CC)(C)C.[Br:10][C:11]1[CH:16]=[C:15](F)[CH:14]=[CH:13][C:12]=1[CH:18]([NH2:20])[CH3:19].[C:21]([O:25][C:26](O[C:26]([O:25][C:21]([CH3:24])([CH3:23])[CH3:22])=[O:27])=[O:27])([CH3:24])([CH3:23])[CH3:22], predict the reaction product. (4) The product is: [C:6]([CH2:5][CH2:4][C:3]1[CH:17]([C:18]2[CH:19]=[CH:20][C:21]([F:24])=[CH:22][CH:23]=2)[CH2:16][CH2:15][NH:14][CH:13]=1)([OH:2])=[O:27]. Given the reactants B.[O:2]1[CH2:6][CH2:5][CH2:4][CH2:3]1.C(OC(C1[CH:17]([C:18]2[CH:23]=[CH:22][C:21]([F:24])=[CH:20][CH:19]=2)[CH2:16][C:15](=O)[NH:14][C:13]1=O)=O)C.[O:27]1CCCC1, predict the reaction product.